This data is from Full USPTO retrosynthesis dataset with 1.9M reactions from patents (1976-2016). The task is: Predict the reactants needed to synthesize the given product. (1) Given the product [N:1]([C:2]1[CH:3]=[CH:4][C:5]([NH:8][S:9]([C:12]2[CH:17]=[CH:16][C:15]([CH3:18])=[CH:14][CH:13]=2)(=[O:11])=[O:10])=[CH:6][CH:7]=1)=[N+:23]=[N-:24], predict the reactants needed to synthesize it. The reactants are: [NH2:1][C:2]1[CH:7]=[CH:6][C:5]([NH:8][S:9]([C:12]2[CH:17]=[CH:16][C:15]([CH3:18])=[CH:14][CH:13]=2)(=[O:11])=[O:10])=[CH:4][CH:3]=1.[Si]([N:23]=[N+:24]=[N-])(C)(C)C. (2) Given the product [Cl:18][CH:16]([F:17])[C:15]([F:19])([F:20])[O:14][C:11]1[CH:10]=[C:4]2[C:3]([CH2:2][N:31]([C:27]3[CH:26]=[C:25]4[C:30](=[CH:29][CH:28]=3)[N:22]([CH3:21])[CH:23]=[CH:24]4)[C:5]2=[O:7])=[CH:13][CH:12]=1, predict the reactants needed to synthesize it. The reactants are: Br[CH2:2][C:3]1[CH:13]=[CH:12][C:11]([O:14][C:15]([F:20])([F:19])[CH:16]([Cl:18])[F:17])=[CH:10][C:4]=1[C:5]([O:7]CC)=O.[CH3:21][N:22]1[C:30]2[C:25](=[CH:26][C:27]([NH2:31])=[CH:28][CH:29]=2)[CH:24]=[CH:23]1.C(N(CC)C(C)C)(C)C.[OH-].[Li+]. (3) The reactants are: [Cl:1][C:2]1[CH:3]=[C:4]([C:8]2[C:17]3[C:12](=[CH:13][CH:14]=[C:15]([C:18]([C:26]4[CH:30]=[CH:29][O:28][CH:27]=4)([C:20]4[N:24]([CH3:25])[CH:23]=[N:22][CH:21]=4)O)[CH:16]=3)[N:11]3[N:31]=[N:32][N:33]=[C:10]3[CH:9]=2)[CH:5]=[CH:6][CH:7]=1.S(Cl)([Cl:36])=O. Given the product [Cl:36][C:18]([C:26]1[CH:30]=[CH:29][O:28][CH:27]=1)([C:20]1[N:24]([CH3:25])[CH:23]=[N:22][CH:21]=1)[C:15]1[CH:16]=[C:17]2[C:12](=[CH:13][CH:14]=1)[N:11]1[N:31]=[N:32][N:33]=[C:10]1[CH:9]=[C:8]2[C:4]1[CH:5]=[CH:6][CH:7]=[C:2]([Cl:1])[CH:3]=1, predict the reactants needed to synthesize it. (4) Given the product [CH2:11]([O:14][C:15]1[C:22]([Cl:23])=[CH:21][C:18]([C:19](=[N:2][OH:3])[NH2:20])=[C:17]([Cl:24])[CH:16]=1)[CH:12]=[CH2:13], predict the reactants needed to synthesize it. The reactants are: Cl.[NH2:2][OH:3].C(N(CC)CC)C.[CH2:11]([O:14][C:15]1[C:22]([Cl:23])=[CH:21][C:18]([C:19]#[N:20])=[C:17]([Cl:24])[CH:16]=1)[CH:12]=[CH2:13]. (5) Given the product [C:1]([C:5]1[N:6]=[C:7]([N:14]2[CH2:15][CH2:16][N:17]([CH2:21][CH2:22][CH2:23][CH2:24][N:25]3[C:31]4[CH:32]=[CH:33][CH:34]=[CH:35][C:30]=4[C:29](=[O:36])[CH2:28][CH2:27][C:26]3=[O:37])[CH2:18][CH2:19]2)[CH:8]=[C:9]([CH:11]([CH3:13])[CH3:12])[N:10]=1)([CH3:3])([CH3:4])[CH3:2], predict the reactants needed to synthesize it. The reactants are: [C:1]([C:5]1[N:10]=[C:9]([CH:11]([CH3:13])[CH3:12])[CH:8]=[C:7]([N:14]2[CH2:19][CH2:18][NH:17][CH2:16][CH2:15]2)[N:6]=1)([CH3:4])([CH3:3])[CH3:2].Cl[CH2:21][CH2:22][CH2:23][CH2:24][N:25]1[C:31]2[CH:32]=[CH:33][CH:34]=[CH:35][C:30]=2[C:29](=[O:36])[CH2:28][CH2:27][C:26]1=[O:37].